This data is from Catalyst prediction with 721,799 reactions and 888 catalyst types from USPTO. The task is: Predict which catalyst facilitates the given reaction. (1) Reactant: Cl[C:2]1[N:7]=[CH:6][C:5]([CH2:8][C:9]([NH:11][C:12]2[CH:17]=[CH:16][C:15]([C:18]3[CH:23]=[CH:22][CH:21]=[C:20]([F:24])[CH:19]=3)=[CH:14][N:13]=2)=[O:10])=[CH:4][CH:3]=1.[N:25]1([C:31](=[O:33])[CH3:32])[CH2:30][CH2:29][NH:28][CH2:27][CH2:26]1. Product: [C:31]([N:25]1[CH2:30][CH2:29][N:28]([C:2]2[N:7]=[CH:6][C:5]([CH2:8][C:9]([NH:11][C:12]3[CH:17]=[CH:16][C:15]([C:18]4[CH:23]=[CH:22][CH:21]=[C:20]([F:24])[CH:19]=4)=[CH:14][N:13]=3)=[O:10])=[CH:4][CH:3]=2)[CH2:27][CH2:26]1)(=[O:33])[CH3:32]. The catalyst class is: 25. (2) Reactant: [CH:1]12[CH2:10][CH:5]3[CH2:6][CH:7]([CH2:9][CH:3]([CH2:4]3)[CH:2]1[N:11]1[C:14](=[O:15])[C:13]([CH3:17])([CH3:16])[NH:12]1)[CH2:8]2.[Cl:18][C:19]1[CH:24]=[CH:23][C:22]([N:25]=[C:26]=[O:27])=[CH:21][CH:20]=1.C(N(CC)CC)C. Product: [Cl:18][C:19]1[CH:24]=[CH:23][C:22]([NH:25][C:26]([N:12]2[C:13]([CH3:17])([CH3:16])[C:14](=[O:15])[N:11]2[CH:2]2[CH:3]3[CH2:4][CH:5]4[CH2:6][CH:7]([CH2:8][CH:1]2[CH2:10]4)[CH2:9]3)=[O:27])=[CH:21][CH:20]=1. The catalyst class is: 154.